From a dataset of Catalyst prediction with 721,799 reactions and 888 catalyst types from USPTO. Predict which catalyst facilitates the given reaction. Reactant: [Cl:1][C:2]1[CH:3]=[N:4][N:5]([C:7]2[CH:12]=[CH:11][N:10]=[CH:9][C:8]=2[N:13]2[CH2:18][CH2:17][CH:16]([CH2:19][OH:20])[C:15]([F:22])([F:21])[CH2:14]2)[CH:6]=1.P(=O)(O)(O)[OH:24].Cl([O-])=O.[Na+].CC(=CC)C. Product: [Cl:1][C:2]1[CH:3]=[N:4][N:5]([C:7]2[CH:12]=[CH:11][N:10]=[CH:9][C:8]=2[N:13]2[CH2:18][CH2:17][CH:16]([C:19]([OH:24])=[O:20])[C:15]([F:21])([F:22])[CH2:14]2)[CH:6]=1. The catalyst class is: 10.